Dataset: Full USPTO retrosynthesis dataset with 1.9M reactions from patents (1976-2016). Task: Predict the reactants needed to synthesize the given product. Given the product [Cl-:23].[F:1][C:2]1[C:11]2[C:6](=[CH:7][CH:8]=[CH:9][CH:10]=2)[CH:5]=[CH:4][C:3]=1[O:12][CH2:13][CH2:14][NH3+:15], predict the reactants needed to synthesize it. The reactants are: [F:1][C:2]1[C:11]2[C:6](=[CH:7][CH:8]=[CH:9][CH:10]=2)[CH:5]=[CH:4][C:3]=1[O:12][CH2:13][CH2:14][NH:15]C(=O)OC(C)(C)C.[ClH:23].